From a dataset of Full USPTO retrosynthesis dataset with 1.9M reactions from patents (1976-2016). Predict the reactants needed to synthesize the given product. (1) Given the product [CH2:40]([N:42]([CH2:43][CH2:44][C:45]1[CH:46]=[CH:47][C:48]([O:51][CH2:52][CH2:53][N:54]2[CH2:55][CH2:56][CH2:57][CH2:58]2)=[CH:49][CH:50]=1)[C:59]1[CH:64]=[CH:63][CH:62]=[CH:61][C:60]=1[CH:65]1[CH2:74][CH2:73][C:72]2[CH:71]=[C:70]([OH:75])[CH:69]=[CH:68][C:67]=2[CH2:66]1)[CH3:41], predict the reactants needed to synthesize it. The reactants are: C(N(C1C=CC=CC=1C1CCC2C(=CC=C(OC)C=2)C1)CCC1C=CC(O)=CC=1)C.Cl.ClCCN1CCCC1.[CH2:40]([N:42]([C:59]1[CH:64]=[CH:63][CH:62]=[CH:61][C:60]=1[CH:65]1[CH2:74][CH2:73][C:72]2[C:67](=[CH:68][CH:69]=[C:70]([O:75]C)[CH:71]=2)[CH2:66]1)[CH2:43][CH2:44][C:45]1[CH:50]=[CH:49][C:48]([O:51][CH2:52][CH2:53][N:54]2[CH2:58][CH2:57][CH2:56][CH2:55]2)=[CH:47][CH:46]=1)[CH3:41]. (2) Given the product [NH2:1][C:2]1[C:11]2[C:6](=[C:7]([C:24]3[CH:23]=[CH:22][CH:21]=[C:20]([F:19])[C:25]=3[F:26])[CH:8]=[CH:9][CH:10]=2)[N:5]=[N:4][C:3]=1[C:13]([NH:15][CH2:16][CH2:17][CH3:18])=[O:14], predict the reactants needed to synthesize it. The reactants are: [NH2:1][C:2]1[C:11]2[C:6](=[C:7](Br)[CH:8]=[CH:9][CH:10]=2)[N:5]=[N:4][C:3]=1[C:13]([NH:15][CH2:16][CH2:17][CH3:18])=[O:14].[F:19][C:20]1[C:25]([F:26])=[CH:24][CH:23]=[CH:22][C:21]=1B(O)O.